The task is: Predict which catalyst facilitates the given reaction.. This data is from Catalyst prediction with 721,799 reactions and 888 catalyst types from USPTO. (1) Reactant: [F:1][C:2]1[CH:3]=[CH:4][C:5]([O:11]C)=[C:6]([B:8]([OH:10])[OH:9])[CH:7]=1.BrB(Br)Br. Product: [F:1][C:2]1[CH:3]=[CH:4][C:5]([OH:11])=[C:6]([B:8]([OH:9])[OH:10])[CH:7]=1. The catalyst class is: 4. (2) Reactant: Cl[C:2]1[C:3]2[N:19]=[C:18]([N:20]3[CH2:25][CH2:24][O:23][C@@H:22]4[CH2:26][CH2:27][CH2:28][C@@H:21]34)[N:17]([CH2:29][C@H:30]3[CH2:35][CH2:34][C@H:33]([CH3:36])[CH2:32][CH2:31]3)[C:4]=2[C:5]([C:10]2[CH:11]=[N:12][CH:13]=[C:14]([Cl:16])[CH:15]=2)=[N:6][C:7]=1[C:8]#[N:9].[F-].[Cs+].[CH3:39][NH:40][CH3:41].CS(C)=O. Product: [Cl:16][C:14]1[CH:15]=[C:10]([C:5]2[C:4]3[N:17]([CH2:29][C@H:30]4[CH2:31][CH2:32][C@H:33]([CH3:36])[CH2:34][CH2:35]4)[C:18]([N:20]4[CH2:25][CH2:24][O:23][C@@H:22]5[CH2:26][CH2:27][CH2:28][C@@H:21]45)=[N:19][C:3]=3[C:2]([N:40]([CH3:41])[CH3:39])=[C:7]([C:8]#[N:9])[N:6]=2)[CH:11]=[N:12][CH:13]=1. The catalyst class is: 49.